The task is: Predict the product of the given reaction.. This data is from Forward reaction prediction with 1.9M reactions from USPTO patents (1976-2016). (1) Given the reactants [N:1]1([CH2:7][CH2:8]O)[CH2:6][CH2:5][CH2:4][CH2:3][CH2:2]1.S(Cl)([Cl:12])=O, predict the reaction product. The product is: [Cl:12][CH2:8][CH2:7][N:1]1[CH2:6][CH2:5][CH2:4][CH2:3][CH2:2]1. (2) The product is: [C:35]([C@H:31]1[CH2:32][CH2:33][CH2:34][N:30]1[C:28](=[O:29])[CH2:27][O:26][C:19]1[C:20]2[C:25](=[CH:24][CH:23]=[CH:22][CH:21]=2)[C:16]([O:15][CH2:14][C:13]([N:9]2[CH2:10][CH2:11][CH2:12][C@@H:8]2[C:6]([OH:7])=[O:5])=[O:42])=[CH:17][CH:18]=1)([OH:37])=[O:36]. Given the reactants C([O:5][C:6]([C@H:8]1[CH2:12][CH2:11][CH2:10][N:9]1[C:13](=[O:42])[CH2:14][O:15][C:16]1[C:25]2[C:20](=[CH:21][CH:22]=[CH:23][CH:24]=2)[C:19]([O:26][CH2:27][C:28]([N:30]2[CH2:34][CH2:33][CH2:32][C@@H:31]2[C:35]([O:37]C(C)(C)C)=[O:36])=[O:29])=[CH:18][CH:17]=1)=[O:7])(C)(C)C, predict the reaction product. (3) Given the reactants C(O)(=O)C.Cl.C(OC([N:13]1[CH2:18][CH2:17][CH2:16][CH:15]([S:19][C:20]2[CH:21]=[C:22]3[C:27](=[CH:28][CH:29]=2)[C:26]([NH:30]C(=O)C2C=CC=CC=2)=[N:25][CH:24]=[CH:23]3)[CH2:14]1)=O)(C)(C)C, predict the reaction product. The product is: [NH:13]1[CH2:18][CH2:17][CH2:16][CH:15]([S:19][C:20]2[CH:21]=[C:22]3[C:27](=[CH:28][CH:29]=2)[C:26]([NH2:30])=[N:25][CH:24]=[CH:23]3)[CH2:14]1. (4) The product is: [CH3:8][O:7][C:5](=[O:6])[C:4]1[CH:9]=[CH:10][CH:11]=[C:2]([O:1][S:21]([C:24]([F:27])([F:26])[F:25])(=[O:23])=[O:22])[CH:3]=1. Given the reactants [OH:1][C:2]1[CH:3]=[C:4]([CH:9]=[CH:10][CH:11]=1)[C:5]([O:7][CH3:8])=[O:6].N1C(C)=CC(C)=CC=1C.[S:21](O[S:21]([C:24]([F:27])([F:26])[F:25])(=[O:23])=[O:22])([C:24]([F:27])([F:26])[F:25])(=[O:23])=[O:22], predict the reaction product. (5) The product is: [CH3:1][O:2][C:3]1[CH:4]=[C:5]2[C:16](=[CH:17][CH:18]=1)[C:8]1([N:9]3[CH:19]=[N:15][CH2:14][CH:10]3[CH2:11][CH2:12][CH2:13]1)[CH2:7][CH2:6]2. Given the reactants [CH3:1][O:2][C:3]1[CH:4]=[C:5]2[C:16](=[CH:17][CH:18]=1)[C:8]1([CH2:13][CH2:12][CH2:11][CH:10]([CH2:14][NH2:15])[NH:9]1)[CH2:7][CH2:6]2.[CH3:19]OC(OC)N(C)C, predict the reaction product.